Dataset: NCI-60 drug combinations with 297,098 pairs across 59 cell lines. Task: Regression. Given two drug SMILES strings and cell line genomic features, predict the synergy score measuring deviation from expected non-interaction effect. (1) Drug 1: CC1=C2C(C(=O)C3(C(CC4C(C3C(C(C2(C)C)(CC1OC(=O)C(C(C5=CC=CC=C5)NC(=O)OC(C)(C)C)O)O)OC(=O)C6=CC=CC=C6)(CO4)OC(=O)C)O)C)O. Drug 2: CC1C(C(CC(O1)OC2CC(CC3=C2C(=C4C(=C3O)C(=O)C5=CC=CC=C5C4=O)O)(C(=O)C)O)N)O. Cell line: SK-OV-3. Synergy scores: CSS=41.3, Synergy_ZIP=1.03, Synergy_Bliss=3.71, Synergy_Loewe=4.76, Synergy_HSA=6.12. (2) Drug 1: CC1CC2C3CCC4=CC(=O)C=CC4(C3(C(CC2(C1(C(=O)CO)O)C)O)F)C. Drug 2: C1CC(CCC1OC2=C(C(=CC=C2)Cl)F)(CC3=NC(=CC=C3)NC4=NC=CS4)C(=O)O. Cell line: NCI-H460. Synergy scores: CSS=22.7, Synergy_ZIP=-4.30, Synergy_Bliss=-6.57, Synergy_Loewe=-26.2, Synergy_HSA=-4.04. (3) Drug 1: C1=NC2=C(N1)C(=S)N=CN2. Drug 2: CC1=C(C(=O)C2=C(C1=O)N3CC4C(C3(C2COC(=O)N)OC)N4)N. Cell line: SK-OV-3. Synergy scores: CSS=22.0, Synergy_ZIP=-9.77, Synergy_Bliss=-4.01, Synergy_Loewe=-7.33, Synergy_HSA=-1.68. (4) Drug 1: C1CN1P(=S)(N2CC2)N3CC3. Drug 2: CCN(CC)CCNC(=O)C1=C(NC(=C1C)C=C2C3=C(C=CC(=C3)F)NC2=O)C. Cell line: KM12. Synergy scores: CSS=15.8, Synergy_ZIP=-5.71, Synergy_Bliss=-0.0268, Synergy_Loewe=-10.5, Synergy_HSA=0.963. (5) Drug 1: CCC1(CC2CC(C3=C(CCN(C2)C1)C4=CC=CC=C4N3)(C5=C(C=C6C(=C5)C78CCN9C7C(C=CC9)(C(C(C8N6C)(C(=O)OC)O)OC(=O)C)CC)OC)C(=O)OC)O.OS(=O)(=O)O. Drug 2: N.N.Cl[Pt+2]Cl. Cell line: SNB-75. Synergy scores: CSS=16.1, Synergy_ZIP=-7.13, Synergy_Bliss=0.439, Synergy_Loewe=4.90, Synergy_HSA=1.79. (6) Drug 1: CC12CCC3C(C1CCC2=O)CC(=C)C4=CC(=O)C=CC34C. Drug 2: CN(CC1=CN=C2C(=N1)C(=NC(=N2)N)N)C3=CC=C(C=C3)C(=O)NC(CCC(=O)O)C(=O)O. Cell line: K-562. Synergy scores: CSS=74.6, Synergy_ZIP=2.33, Synergy_Bliss=3.06, Synergy_Loewe=-2.44, Synergy_HSA=5.24. (7) Drug 1: C1CN1C2=NC(=NC(=N2)N3CC3)N4CC4. Drug 2: N.N.Cl[Pt+2]Cl. Cell line: 786-0. Synergy scores: CSS=64.4, Synergy_ZIP=-0.250, Synergy_Bliss=0.741, Synergy_Loewe=-0.419, Synergy_HSA=3.61. (8) Drug 1: CC1=C2C(C(=O)C3(C(CC4C(C3C(C(C2(C)C)(CC1OC(=O)C(C(C5=CC=CC=C5)NC(=O)OC(C)(C)C)O)O)OC(=O)C6=CC=CC=C6)(CO4)OC(=O)C)OC)C)OC. Drug 2: CC1C(C(CC(O1)OC2CC(CC3=C2C(=C4C(=C3O)C(=O)C5=C(C4=O)C(=CC=C5)OC)O)(C(=O)C)O)N)O.Cl. Cell line: UO-31. Synergy scores: CSS=44.2, Synergy_ZIP=-0.252, Synergy_Bliss=3.22, Synergy_Loewe=5.70, Synergy_HSA=6.66. (9) Drug 1: C1=NC2=C(N=C(N=C2N1C3C(C(C(O3)CO)O)F)Cl)N. Drug 2: C1CN(P(=O)(OC1)NCCCl)CCCl. Cell line: U251. Synergy scores: CSS=4.20, Synergy_ZIP=0.0254, Synergy_Bliss=1.51, Synergy_Loewe=-33.3, Synergy_HSA=-1.36.